Dataset: Reaction yield outcomes from USPTO patents with 853,638 reactions. Task: Predict the reaction yield, written as a fraction of the theoretical maximum amount of product (1.0 means a 100% yield; for example, 0.34 means a 34% yield). (1) The reactants are [N:1]1([C:7]2[CH:8]=[C:9]3[C:14](=[CH:15][CH:16]=2)[CH:13]=[C:12]([C:17](=[O:19])[CH3:18])[CH:11]=[CH:10]3)[CH2:6][CH2:5][NH:4][CH2:3][CH2:2]1.[OH-].[Na+].[C:22](O[C:22]([O:24][C:25]([CH3:28])([CH3:27])[CH3:26])=[O:23])([O:24][C:25]([CH3:28])([CH3:27])[CH3:26])=[O:23].C(OC([O-])=O)([O-])=O. The catalyst is S([O-])(O)(=O)=O.C([N+](CCCC)(CCCC)CCCC)CCC.ClCCl.O.CO.C1(C)C=CC=CC=1. The product is [C:25]([O:24][C:22]([N:4]1[CH2:3][CH2:2][N:1]([C:7]2[CH:16]=[CH:15][C:14]3[C:9](=[CH:10][CH:11]=[C:12]([C:17](=[O:19])[CH3:18])[CH:13]=3)[CH:8]=2)[CH2:6][CH2:5]1)=[O:23])([CH3:28])([CH3:27])[CH3:26]. The yield is 0.830. (2) The reactants are N[C:2]1[CH:7]=[CH:6][C:5]([CH2:8][CH2:9][OH:10])=[CH:4][CH:3]=1.[ClH:11].N([O-])=O.[Na+].[C:16]([O:20][CH3:21])(=[O:19])[CH:17]=[CH2:18]. The catalyst is CC(C)=O.O.[Cu]I. The product is [Cl:11][CH:17]([CH2:18][C:2]1[CH:7]=[CH:6][C:5]([CH2:8][CH2:9][OH:10])=[CH:4][CH:3]=1)[C:16]([O:20][CH3:21])=[O:19]. The yield is 0.490. (3) The product is [Si:10]([O:13][CH:14]([C:19]1([CH2:23][CH2:24][CH3:25])[CH2:22][CH2:21][CH2:20]1)[CH2:15][CH:16]=[CH:17][CH2:26][OH:27])([C:6]([CH3:9])([CH3:8])[CH3:7])([CH3:12])[CH3:11]. The catalyst is CCCCC.C1COCC1. The yield is 0.330. The reactants are C([Li])(C)(C)C.[C:6]([Si:10]([O:13][CH:14]([C:19]1([CH2:23][CH2:24][CH3:25])[CH2:22][CH2:21][CH2:20]1)[CH2:15][CH:16]=[CH:17]I)([CH3:12])[CH3:11])([CH3:9])([CH3:8])[CH3:7].[CH2:26]=[O:27]. (4) The reactants are [Br:1][C:2]1[CH:3]=[CH:4][C:5]([OH:11])=[C:6]([C:8](=[O:10])[CH3:9])[CH:7]=1.[O:12]1[CH2:17][CH2:16][CH:15]([CH:18]=O)[CH2:14][CH2:13]1. The catalyst is CCO.O. The product is [Br:1][C:2]1[CH:7]=[C:6]2[C:5](=[CH:4][CH:3]=1)[O:11][CH:18]([CH:15]1[CH2:16][CH2:17][O:12][CH2:13][CH2:14]1)[CH2:9][C:8]2=[O:10]. The yield is 0.200.